From a dataset of Full USPTO retrosynthesis dataset with 1.9M reactions from patents (1976-2016). Predict the reactants needed to synthesize the given product. (1) Given the product [OH:23][CH2:24][C:25]1[CH:26]=[C:27]([CH:31]=[C:32]([S:34]([F:39])([F:35])([F:36])([F:37])[F:38])[CH:33]=1)[C:28]([NH:6][C:5]1[CH:7]=[CH:8][C:2]([CH3:1])=[C:3]([N:9]2[C:16]3[N:12]([N:13]=[C:14]([C:17]4[CH:18]=[N:19][CH:20]=[CH:21][CH:22]=4)[CH:15]=3)[CH:11]=[CH:10]2)[CH:4]=1)=[O:29], predict the reactants needed to synthesize it. The reactants are: [CH3:1][C:2]1[CH:8]=[CH:7][C:5]([NH2:6])=[CH:4][C:3]=1[N:9]1[C:16]2[N:12]([N:13]=[C:14]([C:17]3[CH:18]=[N:19][CH:20]=[CH:21][CH:22]=3)[CH:15]=2)[CH:11]=[CH:10]1.[OH:23][CH2:24][C:25]1[CH:26]=[C:27]([CH:31]=[C:32]([S:34]([F:39])([F:38])([F:37])([F:36])[F:35])[CH:33]=1)[C:28](O)=[O:29]. (2) The reactants are: C(=O)([O-])[O-].[K+].[K+].[OH:7][C:8]1[CH:15]=[CH:14][C:11]([CH:12]=[O:13])=[CH:10][CH:9]=1.[CH3:16][C:17]1[N:21]([CH:22](S(OC)(=O)=O)[CH3:23])[C:20]([C:29]2[CH:34]=[CH:33][CH:32]=[CH:31][CH:30]=2)=[CH:19][CH:18]=1. Given the product [CH3:16][C:17]1[N:21]([CH2:22][CH2:23][O:7][C:8]2[CH:15]=[CH:14][C:11]([CH:12]=[O:13])=[CH:10][CH:9]=2)[C:20]([C:29]2[CH:34]=[CH:33][CH:32]=[CH:31][CH:30]=2)=[CH:19][CH:18]=1, predict the reactants needed to synthesize it. (3) Given the product [N:1]1([C:10]2[S:14][C:13]([C:15]([NH2:28])=[O:17])=[C:12]([O:19][CH2:20][C:21]3[CH:26]=[CH:25][CH:24]=[CH:23][CH:22]=3)[CH:11]=2)[C:5]2[CH:6]=[CH:7][CH:8]=[CH:9][C:4]=2[N:3]=[CH:2]1, predict the reactants needed to synthesize it. The reactants are: [N:1]1([C:10]2[S:14][C:13]([C:15]([O:17]C)=O)=[C:12]([O:19][CH2:20][C:21]3[CH:26]=[CH:25][CH:24]=[CH:23][C:22]=3C)[CH:11]=2)[C:5]2[CH:6]=[CH:7][CH:8]=[CH:9][C:4]=2[N:3]=[CH:2]1.[NH3:28]. (4) Given the product [Br:1][C:2]1[CH:7]=[CH:6][C:5]([CH:8]2[N:42]([C:43]3[CH:48]=[CH:47][C:46]([F:49])=[CH:45][CH:44]=3)[C:10](=[O:11])[CH:9]2[CH2:24][CH2:25][CH:26]([O:34][Si:35]([C:38]([CH3:40])([CH3:41])[CH3:39])([CH3:37])[CH3:36])[C:27]2[CH:32]=[CH:31][C:30]([F:33])=[CH:29][CH:28]=2)=[CH:4][CH:3]=1, predict the reactants needed to synthesize it. The reactants are: [Br:1][C:2]1[CH:7]=[CH:6][C:5]([CH:8]([NH:42][C:43]2[CH:48]=[CH:47][C:46]([F:49])=[CH:45][CH:44]=2)[CH:9]([CH2:24][CH2:25][CH:26]([O:34][Si:35]([C:38]([CH3:41])([CH3:40])[CH3:39])([CH3:37])[CH3:36])[C:27]2[CH:32]=[CH:31][C:30]([F:33])=[CH:29][CH:28]=2)[C:10](N2C(C3C=CC=CC=3)COC2=O)=[O:11])=[CH:4][CH:3]=1.C[Si](C([Si](C)(C)C)C(N)=O)(C)C.O.O.O.[F-].C([NH+](CCCC)CCCC)CCC.C(O)(=O)C. (5) Given the product [O:11]=[CH:12][CH:6]([C:2]1[S:1][CH:5]=[CH:4][CH:3]=1)[C:7]#[N:8], predict the reactants needed to synthesize it. The reactants are: [S:1]1[CH:5]=[CH:4][CH:3]=[C:2]1[CH2:6][C:7]#[N:8].N#N.[O-:11][CH2:12]C.[Na+].C(OCC)=O.Cl. (6) Given the product [CH2:19]([O:12][C:11]([C:7]1[NH:8][C:9]2[C:5]([CH:6]=1)=[CH:4][CH:3]=[C:2]([Cl:1])[CH:10]=2)=[O:13])[CH3:20], predict the reactants needed to synthesize it. The reactants are: [Cl:1][C:2]1[CH:10]=[C:9]2[C:5]([CH:6]=[C:7]([C:11]([OH:13])=[O:12])[NH:8]2)=[CH:4][CH:3]=1.OS(O)(=O)=O.[CH3:19][CH2:20]O. (7) Given the product [C:30]([O:29][C:27]([NH:16][CH:17]([C:23]([O:25][CH3:26])=[O:24])[CH2:18][CH2:19][CH2:20][CH2:21][NH:22][S:12]([C:3]1[C:4]([Cl:11])=[CH:5][CH:6]=[C:7]([N+:8]([O-:10])=[O:9])[C:2]=1[Cl:1])(=[O:14])=[O:13])=[O:28])([CH3:33])([CH3:32])[CH3:31], predict the reactants needed to synthesize it. The reactants are: [Cl:1][C:2]1[C:7]([N+:8]([O-:10])=[O:9])=[CH:6][CH:5]=[C:4]([Cl:11])[C:3]=1[S:12](Cl)(=[O:14])=[O:13].[NH:16]([C:27]([O:29][C:30]([CH3:33])([CH3:32])[CH3:31])=[O:28])[C@H:17]([C:23]([O:25][CH3:26])=[O:24])[CH2:18][CH2:19][CH2:20][CH2:21][NH2:22].CC(O)=O.C(N(CC)CC)C. (8) The reactants are: [NH2:1][C:2]1[N:7]=[C:6]([Cl:8])[C:5]([NH:9]C=O)=[C:4]([Cl:12])[N:3]=1.C(O)C. Given the product [NH2:1][C:2]1[N:7]=[C:6]([Cl:8])[C:5]([NH2:9])=[C:4]([Cl:12])[N:3]=1, predict the reactants needed to synthesize it.